From a dataset of Catalyst prediction with 721,799 reactions and 888 catalyst types from USPTO. Predict which catalyst facilitates the given reaction. (1) The catalyst class is: 3. Product: [N+:1]([C:4]1[C:5]2[O:11][CH2:20][CH2:19][O:10][C:6]=2[CH:7]=[CH:8][CH:9]=1)([O-:3])=[O:2]. Reactant: [N+:1]([C:4]1[CH:9]=[CH:8][CH:7]=[C:6]([OH:10])[C:5]=1[OH:11])([O-:3])=[O:2].C(=O)([O-])[O-].[K+].[K+].Br[CH2:19][CH2:20]Br.O. (2) The catalyst class is: 66. Product: [CH2:11]([O:18][C:19]([NH:2][C:6]12[CH2:42][CH2:41][C:9]([C:56]([NH:52][CH:49]3[CH2:50][CH2:51][C:46]([F:53])([F:45])[CH2:47][CH2:48]3)=[O:57])([CH2:8][CH2:7]1)[CH2:10][CH2:5]2)=[O:20])[C:12]1[CH:17]=[CH:16][CH:15]=[CH:14][CH:13]=1. Reactant: O[N:2]1[C:6]2[CH:7]=[CH:8][CH:9]=[CH:10][C:5]=2N=N1.[CH2:11]([O:18][C:19](C12CCC(C(O)=O)(CC1)CC2)=[O:20])[C:12]1[CH:17]=[CH:16][CH:15]=[CH:14][CH:13]=1.Cl.CN(C)CCCN=C=N[CH2:41][CH3:42].Cl.[F:45][C:46]1([F:53])[CH2:51][CH2:50][CH:49]([NH2:52])[CH2:48][CH2:47]1.CN(C)[CH:56]=[O:57]. (3) Reactant: [Mg].II.Cl[CH2:5][CH2:6][CH2:7][CH2:8][O:9][CH3:10].[C:11]([O:15][C:16]([N:18]1[CH2:23][CH2:22][CH2:21][C@@H:20]([C:24](=[O:32])[C:25]2[CH:30]=[CH:29][CH:28]=[C:27]([Cl:31])[CH:26]=2)[CH2:19]1)=[O:17])([CH3:14])([CH3:13])[CH3:12]. Product: [Cl:31][C:27]1[CH:26]=[C:25]([C@:24]([C@@H:20]2[CH2:21][CH2:22][CH2:23][N:18]([C:16]([O:15][C:11]([CH3:14])([CH3:13])[CH3:12])=[O:17])[CH2:19]2)([OH:32])[CH2:5][CH2:6][CH2:7][CH2:8][O:9][CH3:10])[CH:30]=[CH:29][CH:28]=1. The catalyst class is: 1. (4) Reactant: [O:1]=[C:2]1[C:6]2[CH:7]=[CH:8][CH:9]=[CH:10][C:5]=2[S:4][N:3]1[CH2:11][C:12]([O:14]C)=[O:13]. Product: [O:1]=[C:2]1[C:6]2[CH:7]=[CH:8][CH:9]=[CH:10][C:5]=2[S:4][N:3]1[CH2:11][C:12]([OH:14])=[O:13]. The catalyst class is: 126.